From a dataset of Full USPTO retrosynthesis dataset with 1.9M reactions from patents (1976-2016). Predict the reactants needed to synthesize the given product. (1) Given the product [CH3:21][C:16]([CH3:22])([CH2:15][C:14]([C:11]1[CH:10]=[CH:9][C:8]([C:5]2[CH:4]=[CH:3][C:2]([NH:1][C:30]3[O:31][C:27]4[CH:26]=[C:25]([CH3:24])[CH:37]=[CH:36][C:28]=4[N:29]=3)=[CH:7][CH:6]=2)=[CH:13][CH:12]=1)=[O:23])[C:17]([OH:19])=[O:18], predict the reactants needed to synthesize it. The reactants are: [NH2:1][C:2]1[CH:7]=[CH:6][C:5]([C:8]2[CH:13]=[CH:12][C:11]([C:14](=[O:23])[CH2:15][C:16]([CH3:22])([CH3:21])[C:17]([O:19]C)=[O:18])=[CH:10][CH:9]=2)=[CH:4][CH:3]=1.[CH3:24][C:25]1[CH:37]=[CH:36][C:28]2[N:29]=[C:30](S(C)(=O)=O)[O:31][C:27]=2[CH:26]=1.[OH-].[Na+].Cl. (2) Given the product [CH2:1]([O:3][C:4]1[CH:5]=[C:6]([C:10]2[CH:15]=[CH:14][CH:13]=[C:12]([S:16]([NH:19][C:20]3[CH:28]=[CH:27][C:23]([C:24]([O:26][CH3:30])=[O:25])=[C:22]([OH:29])[CH:21]=3)(=[O:17])=[O:18])[CH:11]=2)[CH:7]=[CH:8][CH:9]=1)[CH3:2], predict the reactants needed to synthesize it. The reactants are: [CH2:1]([O:3][C:4]1[CH:5]=[C:6]([C:10]2[CH:15]=[CH:14][CH:13]=[C:12]([S:16]([NH:19][C:20]3[CH:28]=[CH:27][C:23]([C:24]([OH:26])=[O:25])=[C:22]([OH:29])[CH:21]=3)(=[O:18])=[O:17])[CH:11]=2)[CH:7]=[CH:8][CH:9]=1)[CH3:2].[C:30](N1C=CN=C1)(N1C=CN=C1)=O.CO.N1C=CC=CC=1. (3) Given the product [F:1][C:2]1[CH:32]=[C:31]([F:33])[CH:30]=[CH:29][C:3]=1[CH2:4][N:5]1[C:10](=[O:11])[CH:9]=[CH:8][C:7]([CH2:12][C:13]2[C:21]3[C:16](=[CH:17][CH:18]=[C:19]([F:22])[CH:20]=3)[N:15]([CH2:23][C:24]([OH:26])=[O:25])[C:14]=2[CH3:28])=[CH:6]1, predict the reactants needed to synthesize it. The reactants are: [F:1][C:2]1[CH:32]=[C:31]([F:33])[CH:30]=[CH:29][C:3]=1[CH2:4][N:5]1[C:10](=[O:11])[CH:9]=[CH:8][C:7]([CH2:12][C:13]2[C:21]3[C:16](=[CH:17][CH:18]=[C:19]([F:22])[CH:20]=3)[N:15]([CH2:23][C:24]([O:26]C)=[O:25])[C:14]=2[CH3:28])=[CH:6]1.O.[OH-].[Li+].Cl. (4) Given the product [Cl:1][C:2]1[CH:3]=[C:4]([O:9][CH3:10])[C:5]2[N:6]([CH:12]=[CH:13][N:8]=2)[N:7]=1, predict the reactants needed to synthesize it. The reactants are: [Cl:1][C:2]1[N:7]=[N:6][C:5]([NH2:8])=[C:4]([O:9][CH3:10])[CH:3]=1.Cl[CH2:12][CH:13]=O. (5) Given the product [CH2:1]1[O:9][C:8]2[CH:7]=[CH:6][C:5]([O:10][CH:12]([S:22][CH3:23])[C:13]([NH:15][C:16]([CH3:17])([C:18]#[C:19][CH3:20])[CH3:21])=[O:14])=[CH:4][C:3]=2[O:2]1, predict the reactants needed to synthesize it. The reactants are: [CH2:1]1[O:9][C:8]2[CH:7]=[CH:6][C:5]([OH:10])=[CH:4][C:3]=2[O:2]1.Cl[CH:12]([S:22][CH3:23])[C:13]([NH:15][C:16]([CH3:21])([C:18]#[C:19][CH3:20])[CH3:17])=[O:14]. (6) Given the product [CH3:1][O:2][C:3](=[O:6])[CH2:4][NH:5][C:13]([C:10]1[CH:11]=[CH:12][C:7]([C:16]2[CH:17]=[CH:18][CH:19]=[CH:20][CH:21]=2)=[CH:8][CH:9]=1)=[O:14], predict the reactants needed to synthesize it. The reactants are: [CH3:1][O:2][C:3](=[O:6])[CH2:4][NH2:5].[C:7]1([C:16]2[CH:21]=[CH:20][CH:19]=[CH:18][CH:17]=2)[CH:12]=[CH:11][C:10]([C:13](Cl)=[O:14])=[CH:9][CH:8]=1.C(N(CC)CC)C.